Dataset: Catalyst prediction with 721,799 reactions and 888 catalyst types from USPTO. Task: Predict which catalyst facilitates the given reaction. (1) Reactant: [Cl:1][C:2]1[C:7]([N+:8]([O-:10])=[O:9])=[C:6](Cl)[CH:5]=[CH:4][N:3]=1.[CH2:12]([NH2:17])[CH2:13][CH2:14][C:15]#[CH:16].C(N(CC)CC)C. Product: [Cl:1][C:2]1[C:7]([N+:8]([O-:10])=[O:9])=[C:6]([NH:17][CH2:12][CH2:13][CH2:14][C:15]#[CH:16])[CH:5]=[CH:4][N:3]=1. The catalyst class is: 3. (2) Reactant: [O:1]=[C:2]1[N:6]([C:7]2[CH:8]=[CH:9][C:10]3[C:16](=[O:17])[CH2:15][CH2:14][CH2:13][CH2:12][C:11]=3[CH:18]=2)[CH2:5][CH:4]([CH2:19][NH:20][C:21](=[O:23])[CH3:22])[O:3]1.[Br:24]Br.C(=O)(O)[O-].[Na+].C(Cl)Cl. Product: [Br:24][CH:15]1[CH2:14][CH2:13][CH2:12][C:11]2[CH:18]=[C:7]([N:6]3[CH2:5][CH:4]([CH2:19][NH:20][C:21](=[O:23])[CH3:22])[O:3][C:2]3=[O:1])[CH:8]=[CH:9][C:10]=2[C:16]1=[O:17]. The catalyst class is: 22.